From a dataset of Catalyst prediction with 721,799 reactions and 888 catalyst types from USPTO. Predict which catalyst facilitates the given reaction. (1) Reactant: [CH:1]1([C:4]2[NH:8][N:7]=[C:6]([NH:9][C:10]3[C:11](F)=[C:12]([NH:19][C@H:20]([C:22]4[CH:27]=[CH:26][C:25]([F:28])=[CH:24][CH:23]=4)[CH3:21])[CH:13]=[CH:14][C:15]=3[N+:16]([O-:18])=[O:17])[CH:5]=2)[CH2:3][CH2:2]1.[F:30]C1C=CC([C@@H](N)C)=CC=1.CCN(C(C)C)C(C)C. Product: [CH:1]1([C:4]2[NH:8][N:7]=[C:6]([NH:9][C:10]3[C:15]([N+:16]([O-:18])=[O:17])=[CH:14][C:13]([F:30])=[C:12]([NH:19][C@H:20]([C:22]4[CH:27]=[CH:26][C:25]([F:28])=[CH:24][CH:23]=4)[CH3:21])[CH:11]=3)[CH:5]=2)[CH2:3][CH2:2]1. The catalyst class is: 114. (2) Reactant: [Cl:1][C:2]1[N:7]=[C:6](Cl)[C:5]([CH2:9][NH:10][C:11]2[CH:16]=[CH:15][C:14]([CH2:17][CH3:18])=[CH:13][CH:12]=2)=[CH:4][N:3]=1.C(N(CC)CC)C.[C:26]([Si:30]([CH3:39])([CH3:38])[O:31][C@H:32]1[CH2:36][CH2:35][C@H:34]([NH2:37])[CH2:33]1)([CH3:29])([CH3:28])[CH3:27]. Product: [C:26]([Si:30]([CH3:39])([CH3:38])[O:31][C@H:32]1[CH2:36][CH2:35][C@H:34]([NH:37][C:6]2[C:5]([CH2:9][NH:10][C:11]3[CH:16]=[CH:15][C:14]([CH2:17][CH3:18])=[CH:13][CH:12]=3)=[CH:4][N:3]=[C:2]([Cl:1])[N:7]=2)[CH2:33]1)([CH3:29])([CH3:28])[CH3:27]. The catalyst class is: 51.